From a dataset of P-glycoprotein inhibition data for predicting drug efflux from Broccatelli et al.. Regression/Classification. Given a drug SMILES string, predict its absorption, distribution, metabolism, or excretion properties. Task type varies by dataset: regression for continuous measurements (e.g., permeability, clearance, half-life) or binary classification for categorical outcomes (e.g., BBB penetration, CYP inhibition). Dataset: pgp_broccatelli. (1) The molecule is CN1C(=O)CN=C(c2ccccc2)c2cc(Cl)ccc21. The result is 0 (non-inhibitor). (2) The molecule is CCN(CC)C[C@@H](O)COc1ccccc1C(=O)CCc1ccccc1. The result is 1 (inhibitor). (3) The compound is COc1ccccc1OC[C@@H](O)CO. The result is 0 (non-inhibitor). (4) The molecule is Cc1ccc(S(=O)(=O)NC(=O)NN2C[C@H]3CCC[C@H]3C2)cc1. The result is 0 (non-inhibitor). (5) The molecule is COc1ccccc1OCCNC[C@H](O)COc1cccc2[nH]c3ccccc3c12. The result is 1 (inhibitor). (6) The drug is C[C@@H]1C(=O)O[C@@H]2CCN3CC=C(COC(=O)[C@](C)(O)[C@]1(C)O)C23. The result is 0 (non-inhibitor). (7) The compound is COc1cc2c(cc1OC)CNCC2. The result is 0 (non-inhibitor).